Dataset: NCI-60 drug combinations with 297,098 pairs across 59 cell lines. Task: Regression. Given two drug SMILES strings and cell line genomic features, predict the synergy score measuring deviation from expected non-interaction effect. Drug 1: C1CCC(C1)C(CC#N)N2C=C(C=N2)C3=C4C=CNC4=NC=N3. Drug 2: CNC(=O)C1=CC=CC=C1SC2=CC3=C(C=C2)C(=NN3)C=CC4=CC=CC=N4. Cell line: SF-539. Synergy scores: CSS=19.3, Synergy_ZIP=1.97, Synergy_Bliss=3.67, Synergy_Loewe=5.35, Synergy_HSA=6.40.